From a dataset of Peptide-MHC class I binding affinity with 185,985 pairs from IEDB/IMGT. Regression. Given a peptide amino acid sequence and an MHC pseudo amino acid sequence, predict their binding affinity value. This is MHC class I binding data. (1) The peptide sequence is HLFGYSWYK. The MHC is HLA-A11:01 with pseudo-sequence HLA-A11:01. The binding affinity (normalized) is 0.919. (2) The peptide sequence is VTFLLLCGR. The MHC is HLA-A33:01 with pseudo-sequence HLA-A33:01. The binding affinity (normalized) is 0.549.